This data is from Forward reaction prediction with 1.9M reactions from USPTO patents (1976-2016). The task is: Predict the product of the given reaction. (1) Given the reactants Cl[C:2]1[N:7]=[CH:6][C:5]([O:8][CH2:9][CH:10]2[CH2:15][CH2:14][N:13]([CH2:16][C:17]([CH2:21][CH3:22])([F:20])[CH2:18][CH3:19])[CH2:12][CH2:11]2)=[CH:4][N:3]=1.[CH2:23]([O:25][C:26]([C:28]1[CH:33]=[CH:32][C:31](B(O)O)=[CH:30][C:29]=1[F:37])=[O:27])[CH3:24].C([O-])([O-])=O.[Cs+].[Cs+], predict the reaction product. The product is: [CH2:18]([C:17]([F:20])([CH2:21][CH3:22])[CH2:16][N:13]1[CH2:14][CH2:15][CH:10]([CH2:9][O:8][C:5]2[CH:4]=[N:3][C:2]([C:31]3[CH:32]=[CH:33][C:28]([C:26]([O:25][CH2:23][CH3:24])=[O:27])=[C:29]([F:37])[CH:30]=3)=[N:7][CH:6]=2)[CH2:11][CH2:12]1)[CH3:19]. (2) Given the reactants [NH2:1][C:2]1[C:3]([C:9](N)=[O:10])=[N:4][CH:5]=[C:6]([Br:8])[CH:7]=1.O.C(=O)([O-])[OH:14].[Na+], predict the reaction product. The product is: [NH2:1][C:2]1[C:3]([C:9]([OH:10])=[O:14])=[N:4][CH:5]=[C:6]([Br:8])[CH:7]=1. (3) Given the reactants Cl.CN(C)CCCN=C=NCC.[OH:13][C@H:14]([C:16]1[N:20]([CH2:21][CH2:22][CH3:23])[C:19](=[O:24])[N:18]([CH2:25][C:26]2[CH:31]=[CH:30][C:29]([CH3:32])=[CH:28][CH:27]=2)[N:17]=1)[CH3:15].[C:33]([O:37][C:38](=[O:52])[C:39]([CH3:51])([S:41][C:42]1[CH:50]=[CH:49][C:45]([C:46](O)=[O:47])=[CH:44][CH:43]=1)[CH3:40])([CH3:36])([CH3:35])[CH3:34], predict the reaction product. The product is: [C:33]([O:37][C:38](=[O:52])[C:39]([CH3:40])([S:41][C:42]1[CH:50]=[CH:49][C:45]([C:46]([O:13][C@H:14]([C:16]2[N:20]([CH2:21][CH2:22][CH3:23])[C:19](=[O:24])[N:18]([CH2:25][C:26]3[CH:27]=[CH:28][C:29]([CH3:32])=[CH:30][CH:31]=3)[N:17]=2)[CH3:15])=[O:47])=[CH:44][CH:43]=1)[CH3:51])([CH3:34])([CH3:35])[CH3:36]. (4) Given the reactants [NH2:1][C@@H:2]1[C@H:7]([NH:8][C:9]2[N:10]=[C:11]([NH:17][C:18]3[CH:23]=[CH:22][C:21]([CH3:24])=[CH:20][CH:19]=3)[C:12]([C:15]#[N:16])=[N:13][CH:14]=2)[CH2:6][CH2:5][O:4][CH2:3]1.C([O-])([O-])=[O:26].[K+].[K+], predict the reaction product. The product is: [NH2:1][C@@H:2]1[C@H:7]([NH:8][C:9]2[N:10]=[C:11]([NH:17][C:18]3[CH:23]=[CH:22][C:21]([CH3:24])=[CH:20][CH:19]=3)[C:12]([C:15]([NH2:16])=[O:26])=[N:13][CH:14]=2)[CH2:6][CH2:5][O:4][CH2:3]1. (5) Given the reactants Cl[C:2]1[N:7]=[C:6]([NH:8][C:9]2[CH:18]=[CH:17][CH:16]=[CH:15][C:10]=2[C:11]([NH:13][CH3:14])=[O:12])[C:5]([C:19]([F:22])([F:21])[F:20])=[CH:4][N:3]=1.[NH2:23][C:24]1[CH:38]=[CH:37][C:27]([CH2:28][P:29](=[O:36])([O:33][CH2:34][CH3:35])[O:30][CH2:31][CH3:32])=[CH:26][C:25]=1[Cl:39], predict the reaction product. The product is: [Cl:39][C:25]1[CH:26]=[C:27]([CH:37]=[CH:38][C:24]=1[NH:23][C:2]1[N:7]=[C:6]([NH:8][C:9]2[CH:18]=[CH:17][CH:16]=[CH:15][C:10]=2[C:11](=[O:12])[NH:13][CH3:14])[C:5]([C:19]([F:22])([F:21])[F:20])=[CH:4][N:3]=1)[CH2:28][P:29](=[O:36])([O:33][CH2:34][CH3:35])[O:30][CH2:31][CH3:32]. (6) Given the reactants [CH:1]([C:3]1[CH:12]=[CH:11][C:6]([C:7]([O:9][CH3:10])=[O:8])=[CH:5][CH:4]=1)=O.[CH3:13][C:14]1([CH3:34])[C:23]2[CH:22]=[C:21]([C:24](=[O:26])[CH3:25])[CH:20]=[CH:19][C:18]=2[C:17]([C:27]2[CH:32]=[CH:31][C:30]([CH3:33])=[CH:29][CH:28]=2)=[CH:16][CH2:15]1.Cl.[CH3:36][Si:37]([CH:40](O)C)([CH3:39])[CH3:38].Cl.CN(C)CCCN=C=NCC, predict the reaction product. The product is: [CH3:13][C:14]1([CH3:34])[C:23]2[CH:22]=[C:21]([C:24](=[O:26])[CH:25]=[CH:1][C:3]3[CH:12]=[CH:11][C:6]([C:7]([O:9][CH2:10][CH2:36][Si:37]([CH3:40])([CH3:39])[CH3:38])=[O:8])=[CH:5][CH:4]=3)[CH:20]=[CH:19][C:18]=2[C:17]([C:27]2[CH:28]=[CH:29][C:30]([CH3:33])=[CH:31][CH:32]=2)=[CH:16][CH2:15]1. (7) Given the reactants [CH3:1][O:2][C:3]([C:5]1[N:6]([CH2:25][C:26]2[CH:31]=[CH:30][C:29]([S:32]([CH3:35])(=[O:34])=[O:33])=[CH:28][CH:27]=2)[C:7](=[O:24])[C:8]2[C:13]([C:14]=1OS(C(F)(F)F)(=O)=O)=[CH:12][C:11]([Cl:23])=[CH:10][CH:9]=2)=[O:4].[CH:36]([C:38]1[CH:43]=[CH:42][C:41](B(O)O)=[CH:40][CH:39]=1)=[O:37], predict the reaction product. The product is: [CH3:1][O:2][C:3]([C:5]1[N:6]([CH2:25][C:26]2[CH:27]=[CH:28][C:29]([S:32]([CH3:35])(=[O:33])=[O:34])=[CH:30][CH:31]=2)[C:7](=[O:24])[C:8]2[C:13]([C:14]=1[C:41]1[CH:42]=[CH:43][C:38]([CH:36]=[O:37])=[CH:39][CH:40]=1)=[CH:12][C:11]([Cl:23])=[CH:10][CH:9]=2)=[O:4]. (8) Given the reactants Br[C:2]1[C:10]2[C:5](=[CH:6][CH:7]=[CH:8][C:9]=2[N+:11]([O-:13])=[O:12])[N:4]([CH2:14][C:15]2[C:16](=[O:22])[N:17]([CH3:21])[CH:18]=[CH:19][CH:20]=2)[N:3]=1.[CH:23]1(B(O)O)[CH2:25][CH2:24]1.C(=O)([O-])[O-].[K+].[K+], predict the reaction product. The product is: [CH:23]1([C:2]2[C:10]3[C:5](=[CH:6][CH:7]=[CH:8][C:9]=3[N+:11]([O-:13])=[O:12])[N:4]([CH2:14][C:15]3[C:16](=[O:22])[N:17]([CH3:21])[CH:18]=[CH:19][CH:20]=3)[N:3]=2)[CH2:25][CH2:24]1. (9) The product is: [Cl-:17].[CH3:26][N+:24]([CH3:23])([CH2:25][CH2:4][CH2:5][NH:1][C:6]([NH:8][C:9]1[NH:10][C:11]([CH3:16])=[CH:12][C:13](=[O:15])[N:14]=1)=[O:7])[CH2:27][CH2:28][CH2:29][NH:30][C:6]([NH:1][C:35]1[NH:34][C:37]([CH3:38])=[CH:39][C:13](=[O:15])[N:14]=1)=[O:7]. Given the reactants [N:1]1([C:6]([NH:8][C:9]2[NH:10][C:11]([CH3:16])=[CH:12][C:13](=[O:15])[N:14]=2)=[O:7])[CH:5]=[CH:4]N=C1.[ClH:17].Cl.[Cl-].NCC[CH2:23][N+:24]([CH2:27][CH2:28][CH2:29][NH2:30])([CH3:26])[CH3:25].C([N:34]([CH:37]([CH3:39])[CH3:38])[CH2:35]C)(C)C, predict the reaction product.